This data is from Peptide-MHC class I binding affinity with 185,985 pairs from IEDB/IMGT. The task is: Regression. Given a peptide amino acid sequence and an MHC pseudo amino acid sequence, predict their binding affinity value. This is MHC class I binding data. (1) The peptide sequence is IELDGIATL. The MHC is HLA-B40:01 with pseudo-sequence HLA-B40:01. The binding affinity (normalized) is 1.00. (2) The peptide sequence is IPLTEEAEL. The MHC is HLA-A02:06 with pseudo-sequence HLA-A02:06. The binding affinity (normalized) is 0. (3) The peptide sequence is FVAATGRPL. The MHC is HLA-C03:03 with pseudo-sequence HLA-C03:03. The binding affinity (normalized) is 1.00.